Regression. Given two drug SMILES strings and cell line genomic features, predict the synergy score measuring deviation from expected non-interaction effect. From a dataset of NCI-60 drug combinations with 297,098 pairs across 59 cell lines. (1) Drug 1: CC1C(C(CC(O1)OC2CC(CC3=C2C(=C4C(=C3O)C(=O)C5=C(C4=O)C(=CC=C5)OC)O)(C(=O)C)O)N)O.Cl. Drug 2: CCC1(CC2CC(C3=C(CCN(C2)C1)C4=CC=CC=C4N3)(C5=C(C=C6C(=C5)C78CCN9C7C(C=CC9)(C(C(C8N6C)(C(=O)OC)O)OC(=O)C)CC)OC)C(=O)OC)O.OS(=O)(=O)O. Cell line: SK-MEL-2. Synergy scores: CSS=12.9, Synergy_ZIP=-6.65, Synergy_Bliss=-8.82, Synergy_Loewe=-21.0, Synergy_HSA=-7.56. (2) Drug 1: CN1CCC(CC1)COC2=C(C=C3C(=C2)N=CN=C3NC4=C(C=C(C=C4)Br)F)OC. Drug 2: C1C(C(OC1N2C=C(C(=O)NC2=O)F)CO)O. Cell line: IGROV1. Synergy scores: CSS=60.7, Synergy_ZIP=-4.67, Synergy_Bliss=-1.62, Synergy_Loewe=-0.383, Synergy_HSA=2.19. (3) Drug 1: C1=NC2=C(N=C(N=C2N1C3C(C(C(O3)CO)O)O)F)N. Drug 2: C1=NC2=C(N1)C(=S)N=CN2. Cell line: M14. Synergy scores: CSS=31.4, Synergy_ZIP=-0.981, Synergy_Bliss=-2.12, Synergy_Loewe=0.685, Synergy_HSA=0.910. (4) Drug 1: CC1=C2C(C(=O)C3(C(CC4C(C3C(C(C2(C)C)(CC1OC(=O)C(C(C5=CC=CC=C5)NC(=O)OC(C)(C)C)O)O)OC(=O)C6=CC=CC=C6)(CO4)OC(=O)C)O)C)O. Drug 2: CN(CC1=CN=C2C(=N1)C(=NC(=N2)N)N)C3=CC=C(C=C3)C(=O)NC(CCC(=O)O)C(=O)O. Cell line: ACHN. Synergy scores: CSS=18.0, Synergy_ZIP=-3.60, Synergy_Bliss=-5.36, Synergy_Loewe=-4.03, Synergy_HSA=-3.32. (5) Drug 1: CC1=C(C(=O)C2=C(C1=O)N3CC4C(C3(C2COC(=O)N)OC)N4)N. Drug 2: COC1=C2C(=CC3=C1OC=C3)C=CC(=O)O2. Cell line: SNB-19. Synergy scores: CSS=33.6, Synergy_ZIP=0.399, Synergy_Bliss=-1.11, Synergy_Loewe=-31.2, Synergy_HSA=-1.51. (6) Drug 1: C1=C(C(=O)NC(=O)N1)F. Synergy scores: CSS=44.1, Synergy_ZIP=2.59, Synergy_Bliss=0.776, Synergy_Loewe=2.96, Synergy_HSA=4.37. Drug 2: C1=NC2=C(N=C(N=C2N1C3C(C(C(O3)CO)O)O)F)N. Cell line: M14. (7) Drug 1: CC1CCC2CC(C(=CC=CC=CC(CC(C(=O)C(C(C(=CC(C(=O)CC(OC(=O)C3CCCCN3C(=O)C(=O)C1(O2)O)C(C)CC4CCC(C(C4)OC)OP(=O)(C)C)C)C)O)OC)C)C)C)OC. Drug 2: C1CCC(C(C1)[NH-])[NH-].C(=O)(C(=O)[O-])[O-].[Pt+4]. Cell line: SK-OV-3. Synergy scores: CSS=32.1, Synergy_ZIP=1.91, Synergy_Bliss=3.93, Synergy_Loewe=5.69, Synergy_HSA=7.89.